From a dataset of Full USPTO retrosynthesis dataset with 1.9M reactions from patents (1976-2016). Predict the reactants needed to synthesize the given product. The reactants are: C1(P(C2C=CC=CC=2)C2C=CC=CC=2)C=CC=CC=1.[C:20]([Cl:24])(Cl)(Cl)Cl.[C:25]1([C@@:31]2(CO)[CH2:33][C@H:32]2[CH2:34][O:35][CH2:36][C:37]2[CH:42]=[CH:41][CH:40]=[CH:39][CH:38]=2)[CH:30]=[CH:29][CH:28]=[CH:27][CH:26]=1. Given the product [Cl:24][CH2:20][C@:31]1([C:25]2[CH:26]=[CH:27][CH:28]=[CH:29][CH:30]=2)[CH2:33][C@H:32]1[CH2:34][O:35][CH2:36][C:37]1[CH:38]=[CH:39][CH:40]=[CH:41][CH:42]=1, predict the reactants needed to synthesize it.